From a dataset of Reaction yield outcomes from USPTO patents with 853,638 reactions. Predict the reaction yield, written as a fraction of the theoretical maximum amount of product (1.0 means a 100% yield; for example, 0.34 means a 34% yield). The reactants are [Cl:1][C:2]1[CH:7]=[CH:6][CH:5]=[CH:4][C:3]=1[C:8]1[CH:13]=[CH:12][N:11]=[CH:10][C:9]=1[NH2:14].[CH:15](OC)(OC)OC. The catalyst is FC(F)(F)C(O)=O. The product is [Cl:1][C:2]1[CH:7]=[CH:6][CH:5]=[CH:4][C:3]=1[C:8]1[CH:13]=[CH:12][N:11]=[CH:10][C:9]=1[NH:14][CH3:15]. The yield is 0.770.